This data is from NCI-60 drug combinations with 297,098 pairs across 59 cell lines. The task is: Regression. Given two drug SMILES strings and cell line genomic features, predict the synergy score measuring deviation from expected non-interaction effect. (1) Drug 1: CC1=C(C=C(C=C1)NC2=NC=CC(=N2)N(C)C3=CC4=NN(C(=C4C=C3)C)C)S(=O)(=O)N.Cl. Drug 2: CC1=CC2C(CCC3(C2CCC3(C(=O)C)OC(=O)C)C)C4(C1=CC(=O)CC4)C. Cell line: BT-549. Synergy scores: CSS=7.87, Synergy_ZIP=12.3, Synergy_Bliss=17.4, Synergy_Loewe=14.1, Synergy_HSA=14.5. (2) Drug 1: CC12CCC3C(C1CCC2O)C(CC4=C3C=CC(=C4)O)CCCCCCCCCS(=O)CCCC(C(F)(F)F)(F)F. Drug 2: C1=NC2=C(N1)C(=S)N=CN2. Cell line: RXF 393. Synergy scores: CSS=30.0, Synergy_ZIP=1.17, Synergy_Bliss=1.08, Synergy_Loewe=-17.6, Synergy_HSA=-0.407. (3) Drug 1: CCC1=C2CN3C(=CC4=C(C3=O)COC(=O)C4(CC)O)C2=NC5=C1C=C(C=C5)O. Drug 2: COCCOC1=C(C=C2C(=C1)C(=NC=N2)NC3=CC=CC(=C3)C#C)OCCOC.Cl. Cell line: HOP-92. Synergy scores: CSS=22.7, Synergy_ZIP=-4.19, Synergy_Bliss=-0.831, Synergy_Loewe=-7.96, Synergy_HSA=0.758. (4) Drug 1: C1=CC(=CC=C1CC(C(=O)O)N)N(CCCl)CCCl.Cl. Drug 2: CCN(CC)CCCC(C)NC1=C2C=C(C=CC2=NC3=C1C=CC(=C3)Cl)OC. Cell line: SF-268. Synergy scores: CSS=24.2, Synergy_ZIP=-2.91, Synergy_Bliss=4.52, Synergy_Loewe=-1.17, Synergy_HSA=2.52.